Dataset: Peptide-MHC class I binding affinity with 185,985 pairs from IEDB/IMGT. Task: Regression. Given a peptide amino acid sequence and an MHC pseudo amino acid sequence, predict their binding affinity value. This is MHC class I binding data. The peptide sequence is CVFKFIVAK. The MHC is HLA-B27:05 with pseudo-sequence HLA-B27:05. The binding affinity (normalized) is 0.0847.